From a dataset of Catalyst prediction with 721,799 reactions and 888 catalyst types from USPTO. Predict which catalyst facilitates the given reaction. (1) Reactant: [OH:1][CH2:2][CH2:3][CH2:4][N:5]1[CH2:10][CH2:9][N:8]([CH3:11])[CH2:7][CH2:6]1.C(N(CC)CC)C.[C:19]1([CH3:29])[CH:24]=[CH:23][C:22]([S:25](Cl)(=[O:27])=[O:26])=[CH:21][CH:20]=1. Product: [CH3:11][N:8]1[CH2:7][CH2:6][N:5]([CH2:4][CH2:3][CH2:2][O:1][S:25]([C:22]2[CH:23]=[CH:24][C:19]([CH3:29])=[CH:20][CH:21]=2)(=[O:27])=[O:26])[CH2:10][CH2:9]1. The catalyst class is: 4. (2) Product: [CH3:22][O:23][C:24](=[O:38])[CH2:25][C:26]1[S:27][C:28]([C:31]2[CH:36]=[CH:35][CH:34]=[CH:33][C:32]=2[NH:37][C:19]([C:14]2[C:13]([C:5]3[CH:4]=[C:3]([O:2][CH3:1])[C:8]([O:9][CH3:10])=[C:7]([O:11][CH3:12])[CH:6]=3)=[CH:18][CH:17]=[CH:16][CH:15]=2)=[O:20])=[CH:29][CH:30]=1. The catalyst class is: 202. Reactant: [CH3:1][O:2][C:3]1[CH:4]=[C:5]([C:13]2[C:14]([C:19](Cl)=[O:20])=[CH:15][CH:16]=[CH:17][CH:18]=2)[CH:6]=[C:7]([O:11][CH3:12])[C:8]=1[O:9][CH3:10].[CH3:22][O:23][C:24](=[O:38])[CH2:25][C:26]1[S:27][C:28]([C:31]2[CH:36]=[CH:35][CH:34]=[CH:33][C:32]=2[NH2:37])=[CH:29][CH:30]=1.